Dataset: Reaction yield outcomes from USPTO patents with 853,638 reactions. Task: Predict the reaction yield, written as a fraction of the theoretical maximum amount of product (1.0 means a 100% yield; for example, 0.34 means a 34% yield). (1) The catalyst is [Cu]I.O1CCOCC1. The product is [I:27][C:2]1[CH:3]=[C:4]([C:8]2[CH:13]=[CH:12][CH:11]=[C:10]([N:14]3[C:26]4[CH:25]=[CH:24][CH:23]=[CH:22][C:21]=4[C:20]4[C:15]3=[CH:16][CH:17]=[CH:18][CH:19]=4)[CH:9]=2)[CH:5]=[CH:6][CH:7]=1. The reactants are Br[C:2]1[CH:3]=[C:4]([C:8]2[CH:13]=[CH:12][CH:11]=[C:10]([N:14]3[C:26]4[CH:25]=[CH:24][CH:23]=[CH:22][C:21]=4[C:20]4[C:15]3=[CH:16][CH:17]=[CH:18][CH:19]=4)[CH:9]=2)[CH:5]=[CH:6][CH:7]=1.[I-:27].[Na+].CNC1CCCCC1NC. The yield is 0.960. (2) The reactants are O1[C:5]2([CH2:10][CH2:9][CH:8]([N:11]3[C:16](=[O:17])[C:15]([CH2:18][C:19]4[CH:24]=[CH:23][C:22]([C:25]5[C:26]([C:31]#[N:32])=[CH:27][CH:28]=[CH:29][CH:30]=5)=[C:21]([F:33])[CH:20]=4)=[C:14]([CH2:34][CH2:35][CH3:36])[N:13]4[N:37]=[CH:38][N:39]=[C:12]34)[CH2:7][CH2:6]2)[O:4]CC1.Cl.O1CCCC1. The catalyst is C(OCC)(=O)C. The product is [F:33][C:21]1[CH:20]=[C:19]([CH2:18][C:15]2[C:16](=[O:17])[N:11]([CH:8]3[CH2:7][CH2:6][CH:5]([OH:4])[CH2:10][CH2:9]3)[C:12]3[N:13]([N:37]=[CH:38][N:39]=3)[C:14]=2[CH2:34][CH2:35][CH3:36])[CH:24]=[CH:23][C:22]=1[C:25]1[C:26]([C:31]#[N:32])=[CH:27][CH:28]=[CH:29][CH:30]=1. The yield is 0.880. (3) The reactants are [Cl:1][C:2]1[CH:3]=[C:4]([NH:8][C:9](=[O:23])[C:10]2[CH:15]=[CH:14][CH:13]=[N:12][C:11]=2[NH:16][C@H:17]2[CH2:22][CH2:21][CH2:20][NH:19][CH2:18]2)[CH:5]=[CH:6][CH:7]=1.ClC1C=C(NC(=O)C2C=CC=NC=2NC2CC(C)(C)NC(C)(C)C2)C=CC=1.[CH2:51](Cl)[C:52]1[CH:57]=[CH:56][CH:55]=[CH:54][CH:53]=1.BrCCO. No catalyst specified. The product is [CH2:51]([N:19]1[CH2:20][CH2:21][CH2:22][C@H:17]([NH:16][C:11]2[N:12]=[CH:13][CH:14]=[CH:15][C:10]=2[C:9]([NH:8][C:4]2[CH:5]=[CH:6][CH:7]=[C:2]([Cl:1])[CH:3]=2)=[O:23])[CH2:18]1)[C:52]1[CH:57]=[CH:56][CH:55]=[CH:54][CH:53]=1. The yield is 0.682. (4) The reactants are C(Cl)CCl.[NH2:5][C:6]1[N:11]=[CH:10][C:9](/[CH:12]=[CH:13]/[C:14]([OH:16])=O)=[CH:8][CH:7]=1.[CH3:17][NH:18][CH2:19][C:20]1[NH:21][C:22]2[C:27]([C:28]=1[C:29]#[N:30])=[CH:26][CH:25]=[CH:24][CH:23]=2.C1C=CC2N(O)N=NC=2C=1.O.CCN(C(C)C)C(C)C. The catalyst is CN(C=O)C.O. The product is [NH2:5][C:6]1[N:11]=[CH:10][C:9]([CH:12]=[CH:13][C:14]([N:18]([CH2:19][C:20]2[NH:21][C:22]3[C:27]([C:28]=2[C:29]#[N:30])=[CH:26][CH:25]=[CH:24][CH:23]=3)[CH3:17])=[O:16])=[CH:8][CH:7]=1. The yield is 0.840. (5) The catalyst is C(O)C. The yield is 0.900. The reactants are [CH2:1](OC1C(OCCCCCC)=CSC=1)[CH2:2]CCCC.S1C=C[CH:22]=[CH:21]1.S(=O)(=O)(O)O.[C:30]([OH:38])(=[S:37])[CH2:31][O:32][CH2:33][C:34]([OH:36])=[O:35]. The product is [CH2:1]([O:38][C:30](=[S:37])[CH2:31][O:32][CH2:33][C:34]([O:36][CH2:21][CH3:22])=[O:35])[CH3:2]. (6) The reactants are CC(OI1(OC(C)=O)(OC(C)=O)OC(=O)C2C1=CC=CC=2)=O.[C:23]([C:27]1[O:28][C:29]([CH2:36][OH:37])=[CH:30][C:31]=1[S:32]([NH2:35])(=[O:34])=[O:33])([CH3:26])([CH3:25])[CH3:24].S([O-])([O-])(=O)=S.[Na+].[Na+]. The catalyst is C(Cl)Cl. The product is [C:23]([C:27]1[O:28][C:29]([CH:36]=[O:37])=[CH:30][C:31]=1[S:32]([NH2:35])(=[O:34])=[O:33])([CH3:26])([CH3:24])[CH3:25]. The yield is 0.900. (7) The reactants are [C:1]1([C:16]2[CH:21]=[CH:20][CH:19]=[CH:18][CH:17]=2)[CH:6]=[CH:5][CH:4]=[C:3]([C:7]2([CH2:14][NH2:15])[CH2:12][CH2:11][N:10]([CH3:13])[CH2:9][CH2:8]2)[CH:2]=1.[F:22][C:23]([F:39])([F:38])[C:24]1[O:28][N:27]=[C:26]([C:29]2[CH:30]=[N:31][CH:32]=[C:33]([CH:37]=2)[C:34](O)=[O:35])[N:25]=1. No catalyst specified. The product is [C:1]1([C:16]2[CH:21]=[CH:20][CH:19]=[CH:18][CH:17]=2)[CH:6]=[CH:5][CH:4]=[C:3]([C:7]2([CH2:14][NH:15][C:34](=[O:35])[C:33]3[CH:37]=[C:29]([C:26]4[N:25]=[C:24]([C:23]([F:39])([F:38])[F:22])[O:28][N:27]=4)[CH:30]=[N:31][CH:32]=3)[CH2:8][CH2:9][N:10]([CH3:13])[CH2:11][CH2:12]2)[CH:2]=1. The yield is 0.300.